The task is: Regression. Given a peptide amino acid sequence and an MHC pseudo amino acid sequence, predict their binding affinity value. This is MHC class II binding data.. This data is from Peptide-MHC class II binding affinity with 134,281 pairs from IEDB. (1) The peptide sequence is EKKYFAATQFEPLAC. The MHC is HLA-DQA10101-DQB10501 with pseudo-sequence HLA-DQA10101-DQB10501. The binding affinity (normalized) is 0.586. (2) The peptide sequence is ESWIVDRQWAQDLTL. The MHC is DRB1_0802 with pseudo-sequence DRB1_0802. The binding affinity (normalized) is 0.492. (3) The peptide sequence is WFVRNPFFAVTALTI. The MHC is DRB1_0801 with pseudo-sequence DRB1_0801. The binding affinity (normalized) is 0.626. (4) The peptide sequence is SRAEVSYVHVNGAKF. The MHC is HLA-DPA10103-DPB10401 with pseudo-sequence HLA-DPA10103-DPB10401. The binding affinity (normalized) is 0.314. (5) The peptide sequence is GIHTVFGSAFQGLFG. The MHC is DRB1_1302 with pseudo-sequence DRB1_1302. The binding affinity (normalized) is 0.340. (6) The peptide sequence is QRMMAEIDTDGDGFI. The MHC is DRB1_0101 with pseudo-sequence DRB1_0101. The binding affinity (normalized) is 0.247. (7) The peptide sequence is HVRVSQPSLILVSQY. The MHC is DRB1_0405 with pseudo-sequence DRB1_0405. The binding affinity (normalized) is 0.283. (8) The peptide sequence is MARFTSTLTRLVKRP. The MHC is DRB1_0101 with pseudo-sequence DRB1_0101. The binding affinity (normalized) is 0.993. (9) The peptide sequence is AFKPAATAANAAPAN. The MHC is DRB1_0802 with pseudo-sequence DRB1_0802. The binding affinity (normalized) is 0.264.